From a dataset of Peptide-MHC class I binding affinity with 185,985 pairs from IEDB/IMGT. Regression. Given a peptide amino acid sequence and an MHC pseudo amino acid sequence, predict their binding affinity value. This is MHC class I binding data. (1) The peptide sequence is KMVGTVQRV. The MHC is HLA-A02:50 with pseudo-sequence HLA-A02:50. The binding affinity (normalized) is 1.00. (2) The peptide sequence is LVTMGTGTFGR. The MHC is HLA-B51:01 with pseudo-sequence HLA-B51:01. The binding affinity (normalized) is 0.0847. (3) The peptide sequence is FPFKEAAAF. The MHC is Mamu-A2201 with pseudo-sequence Mamu-A2201. The binding affinity (normalized) is 0.894. (4) The peptide sequence is NHINVEESL. The MHC is Mamu-A07 with pseudo-sequence Mamu-A07. The binding affinity (normalized) is 0.585. (5) The peptide sequence is GFPFFIMPK. The MHC is HLA-A68:02 with pseudo-sequence HLA-A68:02. The binding affinity (normalized) is 0.0847. (6) The peptide sequence is ATVTGGIFLF. The MHC is HLA-A01:01 with pseudo-sequence HLA-A01:01. The binding affinity (normalized) is 0.296. (7) The peptide sequence is KTSCSKNEA. The MHC is HLA-A30:01 with pseudo-sequence HLA-A30:01. The binding affinity (normalized) is 0.604. (8) The peptide sequence is KLQPSDTLL. The MHC is HLA-B39:01 with pseudo-sequence HLA-B39:01. The binding affinity (normalized) is 0.0847. (9) The peptide sequence is LPVFTWLAL. The MHC is HLA-B35:01 with pseudo-sequence HLA-B35:01. The binding affinity (normalized) is 0.671. (10) The peptide sequence is EIIFYHPTF. The MHC is HLA-B39:01 with pseudo-sequence HLA-B39:01. The binding affinity (normalized) is 0.0847.